This data is from Full USPTO retrosynthesis dataset with 1.9M reactions from patents (1976-2016). The task is: Predict the reactants needed to synthesize the given product. (1) Given the product [CH2:33]([N:40]1[CH2:45][CH2:44][CH:43]([CH2:46][NH:47][C:10](=[O:32])[CH2:11][C@@H:12]2[CH2:23][CH:22]=[CH:21][CH2:20][CH2:19][C:18](=[O:24])[O:17][C@H:16]([C:25]3[CH:26]=[CH:27][CH:28]=[CH:29][CH:30]=3)[CH2:15][NH:14][C:13]2=[O:31])[CH2:42][CH2:41]1)[C:34]1[CH:39]=[CH:38][CH:37]=[CH:36][CH:35]=1, predict the reactants needed to synthesize it. The reactants are: ClC1N=CC(CN[C:10](=[O:32])[CH2:11][C@@H:12]2[CH2:23][CH:22]=[CH:21][CH2:20][CH2:19][C:18](=[O:24])[O:17][C@H:16]([C:25]3[CH:30]=[CH:29][CH:28]=[CH:27][CH:26]=3)[CH2:15][NH:14][C:13]2=[O:31])=CC=1.[CH2:33]([N:40]1[CH2:45][CH2:44][CH:43]([CH2:46][NH2:47])[CH2:42][CH2:41]1)[C:34]1[CH:39]=[CH:38][CH:37]=[CH:36][CH:35]=1. (2) Given the product [NH2:1][C:2]1[N:7]=[CH:6][N:5]=[C:4]2[N:8]([CH:12]3[CH2:16][CH2:15][N:14]([C:17](=[O:22])[CH2:18][N:19]([CH3:21])[CH3:20])[CH2:13]3)[N:9]=[C:10]([C:31]3[CH:32]=[CH:33][C:34]([NH:37][C:38]4[O:39][C:40]5[C:46]([CH3:47])=[CH:45][C:44]([CH3:48])=[CH:43][C:41]=5[N:42]=4)=[CH:35][CH:36]=3)[C:3]=12, predict the reactants needed to synthesize it. The reactants are: [NH2:1][C:2]1[N:7]=[CH:6][N:5]=[C:4]2[N:8]([CH:12]3[CH2:16][CH2:15][N:14]([C:17](=[O:22])[CH2:18][N:19]([CH3:21])[CH3:20])[CH2:13]3)[N:9]=[C:10](I)[C:3]=12.CC1(C)C(C)(C)OB([C:31]2[CH:36]=[CH:35][C:34]([NH:37][C:38]3[O:39][C:40]4[C:46]([CH3:47])=[CH:45][C:44]([CH3:48])=[CH:43][C:41]=4[N:42]=3)=[CH:33][CH:32]=2)O1.NC1N=CN=C2N([C@H]3CC[C@@H](N4CCN(C)CC4)CC3)N=C(C3C=CC(NC4OC5C=CC=CC=5N=4)=C(F)C=3)C=12. (3) Given the product [NH2:26][C:5]1[CH:4]=[CH:3][C:2]([Cl:1])=[CH:25][C:6]=1[C:7]([NH:9][C:10]1[CH:14]=[CH:13][N:12]([C:15]2[CH:20]=[CH:19][CH:18]=[C:17]([C:21]([F:23])([F:24])[F:22])[CH:16]=2)[N:11]=1)=[O:8], predict the reactants needed to synthesize it. The reactants are: [Cl:1][C:2]1[CH:3]=[CH:4][C:5]([N+:26]([O-])=O)=[C:6]([CH:25]=1)[C:7]([NH:9][C:10]1[CH:14]=[CH:13][N:12]([C:15]2[CH:20]=[CH:19][CH:18]=[C:17]([C:21]([F:24])([F:23])[F:22])[CH:16]=2)[N:11]=1)=[O:8]. (4) Given the product [CH3:23][C@:17]12[CH2:16][CH2:15][C:14](=[O:24])[CH:13]=[C:12]1[CH2:11][CH2:10][C@@H:9]1[C@@H:18]2[CH2:19][CH2:20][C@@:21]2([CH3:22])[C@H:8]1[CH2:7][CH2:6][C@@H:5]2/[C:3](=[N:2]/[O:1][C:26](=[O:34])[CH:27]([CH2:31][CH2:32][CH3:33])[CH2:28][CH2:29][CH3:30])/[CH3:4], predict the reactants needed to synthesize it. The reactants are: [OH:1]/[N:2]=[C:3](/[C@@H:5]1[C@:21]2([CH3:22])[C@H:8]([C@H:9]3[C@H:18]([CH2:19][CH2:20]2)[C@:17]2([CH3:23])[C:12](=[CH:13][C:14](=[O:24])[CH2:15][CH2:16]2)[CH2:11][CH2:10]3)[CH2:7][CH2:6]1)\[CH3:4].[Na+].[C:26]([O-])(=[O:34])[CH:27]([CH2:31][CH2:32][CH3:33])[CH2:28][CH2:29][CH3:30].C(N(CC)C(C)C)(C)C.CCN=C=NCCCN(C)C. (5) The reactants are: [Cl:1][C:2]1[CH:7]=[CH:6][C:5]([NH:8][C:9]([NH:11][C:12]2[CH:13]=[C:14]([CH:25]=[CH:26][CH:27]=2)[O:15][C:16]2[CH:21]=[CH:20][N:19]=[C:18]([C:22](O)=[O:23])[CH:17]=2)=[O:10])=[CH:4][C:3]=1[C:28]([F:31])([F:30])[F:29].[CH3:32][N:33]([CH3:35])[NH2:34].C1C=CC2N(O)N=NC=2C=1.CCN=C=NCCCN(C)C.CN1[C@@H]2CC3C=CC(OC)=C4O[C@H]5[C@@H](O)C=C[C@@H]2[C@]5(C=34)CC1. Given the product [Cl:1][C:2]1[CH:7]=[CH:6][C:5]([NH:8][C:9]([NH:11][C:12]2[CH:27]=[CH:26][CH:25]=[C:14]([O:15][C:16]3[CH:21]=[CH:20][N:19]=[C:18]([C:22]([NH:34][N:33]([CH3:35])[CH3:32])=[O:23])[CH:17]=3)[CH:13]=2)=[O:10])=[CH:4][C:3]=1[C:28]([F:30])([F:31])[F:29], predict the reactants needed to synthesize it. (6) The reactants are: [NH:1]=[C:2]1[C:10]2[C:5](=[CH:6][CH:7]=[CH:8][CH:9]=2)[C:4](=[O:11])[NH:3]1.[C:12]1([NH2:19])[CH:17]=[CH:16][CH:15]=[C:14]([NH2:18])[CH:13]=1.O.NN. Given the product [NH2:18][C:14]1[CH:13]=[C:12]([NH:19][C:2]2[C:10]3[C:5](=[CH:6][CH:7]=[CH:8][CH:9]=3)[C:4](=[O:11])[NH:3][N:1]=2)[CH:17]=[CH:16][CH:15]=1, predict the reactants needed to synthesize it.